This data is from Catalyst prediction with 721,799 reactions and 888 catalyst types from USPTO. The task is: Predict which catalyst facilitates the given reaction. (1) Reactant: [F:1][C:2]1[CH:7]=[CH:6][C:5]([N+:8]([O-])=O)=[C:4]([O:11][C@@H:12]2[CH2:17][CH2:16][CH2:15][CH2:14][C@H:13]2[OH:18])[CH:3]=1.[H][H]. Product: [F:1][C:2]1[CH:7]=[CH:6][C:5]([NH2:8])=[C:4]([O:11][C@@H:12]2[CH2:17][CH2:16][CH2:15][CH2:14][C@H:13]2[OH:18])[CH:3]=1. The catalyst class is: 19. (2) Reactant: C[O:2][C:3]([CH:5]1[CH2:9][N:8]([S:10]([CH3:13])(=[O:12])=[O:11])[CH:7]2[CH2:14][CH2:15][N:16]([C:17](=[O:33])[CH:18]([NH:25][C:26]([O:28][C:29]([CH3:32])([CH3:31])[CH3:30])=[O:27])[CH:19]3[CH2:24][CH2:23][CH2:22][CH2:21][CH2:20]3)[CH:6]12)=[O:4].[OH-].[Na+]. The catalyst class is: 5. Product: [C:29]([O:28][C:26]([NH:25][CH:18]([CH:19]1[CH2:20][CH2:21][CH2:22][CH2:23][CH2:24]1)[C:17]([N:16]1[CH:6]2[CH:7]([N:8]([S:10]([CH3:13])(=[O:12])=[O:11])[CH2:9][CH:5]2[C:3]([OH:4])=[O:2])[CH2:14][CH2:15]1)=[O:33])=[O:27])([CH3:32])([CH3:30])[CH3:31]. (3) Reactant: [BH4-].[Na+].[Br:3][C:4]1[C:9]([CH:10]=[O:11])=[CH:8][N:7]=[CH:6][CH:5]=1. Product: [Br:3][C:4]1[CH:5]=[CH:6][N:7]=[CH:8][C:9]=1[CH2:10][OH:11]. The catalyst class is: 5. (4) Reactant: C[O:2][C:3](=[O:21])[C:4]1[C:5](=[CH:10][C:11]([NH:14][CH2:15][C:16]2[O:17][CH:18]=[CH:19][CH:20]=2)=[CH:12][CH:13]=1)[C:6]([O:8]C)=[O:7].[OH-].[Na+]. Product: [O:17]1[CH:18]=[CH:19][CH:20]=[C:16]1[CH2:15][NH:14][C:11]1[CH:10]=[C:5]([C:6]([OH:8])=[O:7])[C:4](=[CH:13][CH:12]=1)[C:3]([OH:21])=[O:2]. The catalyst class is: 8. (5) Reactant: [CH3:1][N:2]([S:13]([C:16]1[CH:21]=[CH:20][C:19]([O:22][CH2:23][C:24]2[CH:33]=[CH:32][C:31]3[C:26](=[CH:27][CH:28]=[CH:29][CH:30]=3)[CH:25]=2)=[CH:18][CH:17]=1)(=[O:15])=[O:14])[CH:3]1[CH:8]2[CH2:9][CH:5]([CH2:6][CH2:7]2)[CH:4]1[C:10](O)=[O:11].Cl.CN(C)CCCN=C=NCC.[OH:46][N:47]1C2C=CC=CC=2N=N1.NO. Product: [OH:46][NH:47][C:10]([C@@H:4]1[C@H:3]([N:2]([CH3:1])[S:13]([C:16]2[CH:21]=[CH:20][C:19]([O:22][CH2:23][C:24]3[CH:33]=[CH:32][C:31]4[C:26](=[CH:27][CH:28]=[CH:29][CH:30]=4)[CH:25]=3)=[CH:18][CH:17]=2)(=[O:15])=[O:14])[C@@H:8]2[CH2:9][C@H:5]1[CH2:6][CH2:7]2)=[O:11]. The catalyst class is: 39. (6) Product: [CH:29]1([C:2]2[N:7]=[C:6]([C:8]#[N:9])[CH:5]=[CH:4][C:3]=2[O:10][CH3:11])[CH2:30][CH2:25]1. The catalyst class is: 498. Reactant: Br[C:2]1[N:7]=[C:6]([C:8]#[N:9])[CH:5]=[CH:4][C:3]=1[O:10][CH3:11].C1(P([CH:25]2[CH2:30][CH2:29]CCC2)C2CCCCC2)CCCCC1.P([O-])([O-])([O-])=O.[K+].[K+].[K+]. (7) Reactant: [CH2:1]([N:8]1[CH2:12][C@@H:11]([C:13]2[CH:18]=[CH:17][CH:16]=[CH:15][CH:14]=2)[C@H:10]([NH:19][CH3:20])[CH2:9]1)[C:2]1[CH:7]=[CH:6][CH:5]=[CH:4][CH:3]=1.CCN(CC)CC.[CH3:40][C:39]([O:38][C:36](O[C:36]([O:38][C:39]([CH3:42])([CH3:41])[CH3:40])=[O:37])=[O:37])([CH3:42])[CH3:41]. Product: [C:39]([O:38][C:36](=[O:37])[N:19]([C@H:10]1[C@H:11]([C:13]2[CH:18]=[CH:17][CH:16]=[CH:15][CH:14]=2)[CH2:12][N:8]([CH2:1][C:2]2[CH:7]=[CH:6][CH:5]=[CH:4][CH:3]=2)[CH2:9]1)[CH3:20])([CH3:40])([CH3:41])[CH3:42]. The catalyst class is: 2.